This data is from Catalyst prediction with 721,799 reactions and 888 catalyst types from USPTO. The task is: Predict which catalyst facilitates the given reaction. (1) The catalyst class is: 204. Reactant: C(Cl)(=O)C(Cl)=O.[NH:7]1[CH:11]=[CH:10][C:9]([C:12]([OH:14])=O)=[CH:8]1.[NH:15]1[CH2:18][CH2:17][CH2:16]1. Product: [N:15]1([C:12]([C:9]2[CH:10]=[CH:11][NH:7][CH:8]=2)=[O:14])[CH2:18][CH2:17][CH2:16]1. (2) Reactant: [Cl:1][C:2]1[CH:11]=[C:10]2[C:5]([C:6]([OH:19])=[C:7]([C:13]3[CH:18]=[CH:17][CH:16]=[CH:15][CH:14]=3)[C:8](=[O:12])[NH:9]2)=[CH:4][C:3]=1[C:20]1[CH:25]=[CH:24][C:23]([C:26]2[N:27]=[C:28]([NH:31]C(=O)C)[S:29][CH:30]=2)=[CH:22][CH:21]=1.Cl. Product: [ClH:1].[NH2:31][C:28]1[S:29][CH:30]=[C:26]([C:23]2[CH:24]=[CH:25][C:20]([C:3]3[CH:4]=[C:5]4[C:10](=[CH:11][C:2]=3[Cl:1])[NH:9][C:8](=[O:12])[C:7]([C:13]3[CH:18]=[CH:17][CH:16]=[CH:15][CH:14]=3)=[C:6]4[OH:19])=[CH:21][CH:22]=2)[N:27]=1. The catalyst class is: 8. (3) Reactant: [CH2:1]([N:8]=[C:9]([C:11]1[CH:16]=[CH:15][CH:14]=[CH:13][CH:12]=1)[CH3:10])[C:2]1[CH:7]=[CH:6][CH:5]=[CH:4][CH:3]=1.[H][H]. Product: [CH2:1]([NH:8][CH:9]([C:11]1[CH:16]=[CH:15][CH:14]=[CH:13][CH:12]=1)[CH3:10])[C:2]1[CH:7]=[CH:6][CH:5]=[CH:4][CH:3]=1. The catalyst class is: 5. (4) Reactant: [H-].[Al+3].[Li+].[H-].[H-].[H-].[C:7]([O:11][C:12]([N:14]1[CH2:19][CH2:18][CH2:17][CH:16]([C:20](N(OC)C)=[O:21])[CH2:15]1)=[O:13])([CH3:10])([CH3:9])[CH3:8]. Product: [C:7]([O:11][C:12]([N:14]1[CH2:19][CH2:18][CH2:17][CH:16]([CH:20]=[O:21])[CH2:15]1)=[O:13])([CH3:10])([CH3:9])[CH3:8]. The catalyst class is: 385. (5) Reactant: [CH3:1][S:2](Cl)(=[O:4])=[O:3].[C:6]1([C@H:12]([NH2:14])[CH3:13])[CH:11]=[CH:10][CH:9]=[CH:8][CH:7]=1. Product: [C:6]1([CH:12]([NH:14][S:2]([CH3:1])(=[O:4])=[O:3])[CH3:13])[CH:11]=[CH:10][CH:9]=[CH:8][CH:7]=1. The catalyst class is: 2.